This data is from Forward reaction prediction with 1.9M reactions from USPTO patents (1976-2016). The task is: Predict the product of the given reaction. The product is: [F:3][C:4]1[CH:5]=[CH:6][C:7](/[C:10](=[N:16]\[O:17][CH2:19][C:20]2[CH:21]=[CH:22][C:23]([O:24][CH2:25][C:26]3[N:27]=[C:28]([C:32]4[CH:37]=[CH:36][CH:35]=[CH:34][CH:33]=4)[O:29][C:30]=3[CH3:31])=[CH:38][CH:39]=2)/[C:11]([OH:13])=[O:12])=[CH:8][CH:9]=1. Given the reactants [H-].[Na+].[F:3][C:4]1[CH:9]=[CH:8][C:7](/[C:10](=[N:16]\[OH:17])/[C:11]([O:13]CC)=[O:12])=[CH:6][CH:5]=1.Cl[CH2:19][C:20]1[CH:39]=[CH:38][C:23]([O:24][CH2:25][C:26]2[N:27]=[C:28]([C:32]3[CH:37]=[CH:36][CH:35]=[CH:34][CH:33]=3)[O:29][C:30]=2[CH3:31])=[CH:22][CH:21]=1.Cl.C(=O)(O)[O-].[Na+], predict the reaction product.